Dataset: Forward reaction prediction with 1.9M reactions from USPTO patents (1976-2016). Task: Predict the product of the given reaction. Given the reactants [N+:1]([C:4]1[CH:10]=[CH:9][C:7]([NH2:8])=[CH:6][CH:5]=1)([O-])=O.C(N(CC)CC)C.[C:18](Cl)(=[O:21])[CH:19]=[CH2:20].[Cl-].[NH4+], predict the reaction product. The product is: [NH2:8][C:7]1[CH:9]=[CH:10][C:4]([NH:1][C:18](=[O:21])[CH:19]=[CH2:20])=[CH:5][CH:6]=1.